Dataset: NCI-60 drug combinations with 297,098 pairs across 59 cell lines. Task: Regression. Given two drug SMILES strings and cell line genomic features, predict the synergy score measuring deviation from expected non-interaction effect. (1) Drug 1: CC(C1=C(C=CC(=C1Cl)F)Cl)OC2=C(N=CC(=C2)C3=CN(N=C3)C4CCNCC4)N. Drug 2: C1=CC(=CC=C1CC(C(=O)O)N)N(CCCl)CCCl.Cl. Cell line: NCI-H226. Synergy scores: CSS=1.25, Synergy_ZIP=-3.26, Synergy_Bliss=-4.93, Synergy_Loewe=-7.30, Synergy_HSA=-5.97. (2) Drug 1: C1=CN(C(=O)N=C1N)C2C(C(C(O2)CO)O)O.Cl. Drug 2: C1=NC2=C(N=C(N=C2N1C3C(C(C(O3)CO)O)F)Cl)N. Cell line: SW-620. Synergy scores: CSS=25.1, Synergy_ZIP=-0.567, Synergy_Bliss=1.42, Synergy_Loewe=-5.09, Synergy_HSA=1.08. (3) Drug 1: CCN(CC)CCCC(C)NC1=C2C=C(C=CC2=NC3=C1C=CC(=C3)Cl)OC. Drug 2: C1CC(=O)NC(=O)C1N2C(=O)C3=CC=CC=C3C2=O. Cell line: HS 578T. Synergy scores: CSS=-1.12, Synergy_ZIP=-0.534, Synergy_Bliss=-0.399, Synergy_Loewe=-8.37, Synergy_HSA=-1.28. (4) Drug 1: CNC(=O)C1=CC=CC=C1SC2=CC3=C(C=C2)C(=NN3)C=CC4=CC=CC=N4. Drug 2: CCCS(=O)(=O)NC1=C(C(=C(C=C1)F)C(=O)C2=CNC3=C2C=C(C=N3)C4=CC=C(C=C4)Cl)F. Cell line: HCT-15. Synergy scores: CSS=-3.01, Synergy_ZIP=0.969, Synergy_Bliss=-4.14, Synergy_Loewe=-7.64, Synergy_HSA=-6.35.